This data is from Retrosynthesis with 50K atom-mapped reactions and 10 reaction types from USPTO. The task is: Predict the reactants needed to synthesize the given product. (1) The reactants are: CCOC(=O)C1CC2(CCN(C(=O)OC(C)(C)C)CC2)CN1.O=Cc1ccc(CN(Cc2ncc[nH]2)Cc2ncc[nH]2)cc1. Given the product CCOC(=O)C1CC2(CCN(C(=O)OC(C)(C)C)CC2)CN1Cc1ccc(CN(Cc2ncc[nH]2)Cc2ncc[nH]2)cc1, predict the reactants needed to synthesize it. (2) The reactants are: C#C[C@]1(O)CCN(C)C1=O.CCOC(=O)c1nc(-c2cccc(Br)c2)nc2c1CC(C)(C)CC2. Given the product CCOC(=O)c1nc(-c2cccc(C#C[C@]3(O)CCN(C)C3=O)c2)nc2c1CC(C)(C)CC2, predict the reactants needed to synthesize it. (3) Given the product CC(C)N(CCO)C(=O)c1cccc(Br)c1, predict the reactants needed to synthesize it. The reactants are: CC(C)NCCO.O=C(Cl)c1cccc(Br)c1.